This data is from Forward reaction prediction with 1.9M reactions from USPTO patents (1976-2016). The task is: Predict the product of the given reaction. (1) Given the reactants [CH:1]([N:4]1[C:12]2[C:7](=[CH:8][CH:9]=[CH:10][CH:11]=2)[CH2:6][C:5]1=[O:13])([CH3:3])[CH3:2].[N+:14]([O-])([O-:16])=[O:15].[Na+], predict the reaction product. The product is: [CH:1]([N:4]1[C:12]2[C:7](=[CH:8][C:9]([N+:14]([O-:16])=[O:15])=[CH:10][CH:11]=2)[CH2:6][C:5]1=[O:13])([CH3:3])[CH3:2]. (2) Given the reactants [CH2:1]([N:4]([CH2:19][CH2:20][CH3:21])[CH2:5][CH2:6][CH2:7][CH2:8][NH:9][CH2:10][C:11]1[CH:18]=[CH:17][C:14]([C:15]#[N:16])=[CH:13][CH:12]=1)[CH2:2][CH3:3].C=O.[CH:24](O)=O.[OH-].[Na+], predict the reaction product. The product is: [CH2:19]([N:4]([CH2:1][CH2:2][CH3:3])[CH2:5][CH2:6][CH2:7][CH2:8][N:9]([CH2:10][C:11]1[CH:12]=[CH:13][C:14]([C:15]#[N:16])=[CH:17][CH:18]=1)[CH3:24])[CH2:20][CH3:21]. (3) Given the reactants [N:1]1([CH2:8][CH2:9][N:10]2[CH2:15][CH2:14][CH:13]([NH:16][C:17]([C:19]3[NH:20][C:21]4[C:26]([CH:27]=3)=[C:25]([O:28][C:29]3[CH:34]=[CH:33][C:32]([CH3:35])=[CH:31][CH:30]=3)[CH:24]=[CH:23][CH:22]=4)=[O:18])[CH2:12][CH2:11]2)[CH2:7][CH2:6][CH2:5][CH2:4]C[CH2:2]1.Cl.Cl.Cl.NC1CCN(CCN2CCC([OH:54])CC2)CC1, predict the reaction product. The product is: [OH:54][CH:5]1[CH2:4][CH2:2][N:1]([CH2:8][CH2:9][N:10]2[CH2:15][CH2:14][CH:13]([NH:16][C:17]([C:19]3[NH:20][C:21]4[C:26]([CH:27]=3)=[C:25]([O:28][C:29]3[CH:30]=[CH:31][C:32]([CH3:35])=[CH:33][CH:34]=3)[CH:24]=[CH:23][CH:22]=4)=[O:18])[CH2:12][CH2:11]2)[CH2:7][CH2:6]1. (4) Given the reactants [O:1]1[C:7]2[CH:8]=[CH:9][CH:10]=[CH:11][C:6]=2[C:5](=[O:12])[NH:4][CH2:3][CH2:2]1.[N:13]([O-:15])=[O:14].[K+], predict the reaction product. The product is: [N+:13]([C:10]1[CH:9]=[CH:8][C:7]2[O:1][CH2:2][CH2:3][NH:4][C:5](=[O:12])[C:6]=2[CH:11]=1)([O-:15])=[O:14]. (5) Given the reactants I.[S:2]1[C:6]2[CH2:7][C:8]3[CH:9]=[CH:10][CH:11]=[CH:12][C:13]=3[C:5]=2[N:4]=[C:3]1[NH2:14].[S:15]1[CH:19]=[CH:18][CH:17]=[C:16]1[C:20](Cl)=[O:21], predict the reaction product. The product is: [S:2]1[C:6]2[CH2:7][C:8]3[CH:9]=[CH:10][CH:11]=[CH:12][C:13]=3[C:5]=2[N:4]=[C:3]1[NH:14][C:20]([C:16]1[S:15][CH:19]=[CH:18][CH:17]=1)=[O:21]. (6) Given the reactants [Cl:1][C:2]1[CH:7]=[CH:6][C:5]([NH:8][C:9]([C:11]2[N:15]3[CH:16]=[CH:17][CH:18]=[CH:19][C:14]3=[N:13][C:12]=2[C:20]2[CH:25]=[C:24]([Cl:26])[CH:23]=[CH:22][C:21]=2[Cl:27])=S)=[CH:4][CH:3]=1.[CH3:28][O:29][CH:30]([O:33][CH3:34])[CH2:31][NH2:32], predict the reaction product. The product is: [Cl:1][C:2]1[CH:7]=[CH:6][C:5]([NH:8][C:9]([C:11]2[N:15]3[CH:16]=[CH:17][CH:18]=[CH:19][C:14]3=[N:13][C:12]=2[C:20]2[CH:25]=[C:24]([Cl:26])[CH:23]=[CH:22][C:21]=2[Cl:27])=[N:32][CH2:31][CH:30]([O:33][CH3:34])[O:29][CH3:28])=[CH:4][CH:3]=1. (7) Given the reactants Br[C:2]1[CH:7]=[CH:6][C:5]([C:8]2[N:13]([CH2:14][C@@H:15]3[CH2:19][CH2:18][N:17]([C:20]([CH:22]4[CH2:24][CH2:23]4)=[O:21])[CH2:16]3)[C:12](=[O:25])[C:11]([CH3:26])=[C:10]([CH3:27])[N:9]=2)=[C:4]([F:28])[CH:3]=1.CC1(C)C(C)(C)OB([C:37]2[CH:38]=[CH:39][C:40]3[O:44][CH:43]=[CH:42][C:41]=3[CH:45]=2)O1, predict the reaction product. The product is: [O:44]1[C:40]2[CH:39]=[CH:38][C:37]([C:2]3[CH:7]=[CH:6][C:5]([C:8]4[N:13]([CH2:14][C@@H:15]5[CH2:19][CH2:18][N:17]([C:20]([CH:22]6[CH2:24][CH2:23]6)=[O:21])[CH2:16]5)[C:12](=[O:25])[C:11]([CH3:26])=[C:10]([CH3:27])[N:9]=4)=[C:4]([F:28])[CH:3]=3)=[CH:45][C:41]=2[CH:42]=[CH:43]1. (8) Given the reactants [O:1]=[S:2]1[C:10]2[C:9]([NH:11][CH:12]3[CH2:17][CH2:16][O:15][CH2:14][CH2:13]3)=[N:8][C:7]([N:18]3[CH2:23][CH2:22][CH:21]([C:24]4[CH:25]=[C:26]([CH:31]=[CH:32][CH:33]=4)[C:27]([O:29]C)=[O:28])[CH2:20][CH2:19]3)=[N:6][C:5]=2[CH2:4][CH2:3]1.[OH-].[Na+].Cl, predict the reaction product. The product is: [O:1]=[S:2]1[C:10]2[C:9]([NH:11][CH:12]3[CH2:17][CH2:16][O:15][CH2:14][CH2:13]3)=[N:8][C:7]([N:18]3[CH2:19][CH2:20][CH:21]([C:24]4[CH:25]=[C:26]([CH:31]=[CH:32][CH:33]=4)[C:27]([OH:29])=[O:28])[CH2:22][CH2:23]3)=[N:6][C:5]=2[CH2:4][CH2:3]1.